Regression. Given two drug SMILES strings and cell line genomic features, predict the synergy score measuring deviation from expected non-interaction effect. From a dataset of NCI-60 drug combinations with 297,098 pairs across 59 cell lines. (1) Drug 1: CN(CCCl)CCCl.Cl. Drug 2: CS(=O)(=O)OCCCCOS(=O)(=O)C. Cell line: SR. Synergy scores: CSS=64.1, Synergy_ZIP=-0.663, Synergy_Bliss=-1.88, Synergy_Loewe=-3.61, Synergy_HSA=-0.339. (2) Drug 1: C#CCC(CC1=CN=C2C(=N1)C(=NC(=N2)N)N)C3=CC=C(C=C3)C(=O)NC(CCC(=O)O)C(=O)O. Drug 2: C1CC(=O)NC(=O)C1N2C(=O)C3=CC=CC=C3C2=O. Cell line: U251. Synergy scores: CSS=-1.70, Synergy_ZIP=0.874, Synergy_Bliss=-0.794, Synergy_Loewe=-0.133, Synergy_HSA=-3.18. (3) Drug 1: COC1=C(C=C2C(=C1)N=CN=C2NC3=CC(=C(C=C3)F)Cl)OCCCN4CCOCC4. Drug 2: CCC1=CC2CC(C3=C(CN(C2)C1)C4=CC=CC=C4N3)(C5=C(C=C6C(=C5)C78CCN9C7C(C=CC9)(C(C(C8N6C)(C(=O)OC)O)OC(=O)C)CC)OC)C(=O)OC.C(C(C(=O)O)O)(C(=O)O)O. Cell line: NCIH23. Synergy scores: CSS=59.9, Synergy_ZIP=1.96, Synergy_Bliss=1.97, Synergy_Loewe=2.07, Synergy_HSA=4.45.